Dataset: NCI-60 drug combinations with 297,098 pairs across 59 cell lines. Task: Regression. Given two drug SMILES strings and cell line genomic features, predict the synergy score measuring deviation from expected non-interaction effect. (1) Drug 1: C1CC(=O)NC(=O)C1N2CC3=C(C2=O)C=CC=C3N. Drug 2: C1=C(C(=O)NC(=O)N1)F. Cell line: UACC62. Synergy scores: CSS=42.9, Synergy_ZIP=3.63, Synergy_Bliss=-2.62, Synergy_Loewe=-7.20, Synergy_HSA=-1.31. (2) Drug 1: COC1=C(C=C2C(=C1)N=CN=C2NC3=CC(=C(C=C3)F)Cl)OCCCN4CCOCC4. Drug 2: CNC(=O)C1=NC=CC(=C1)OC2=CC=C(C=C2)NC(=O)NC3=CC(=C(C=C3)Cl)C(F)(F)F. Cell line: T-47D. Synergy scores: CSS=43.7, Synergy_ZIP=-0.602, Synergy_Bliss=1.65, Synergy_Loewe=1.74, Synergy_HSA=4.31.